From a dataset of Peptide-MHC class I binding affinity with 185,985 pairs from IEDB/IMGT. Regression. Given a peptide amino acid sequence and an MHC pseudo amino acid sequence, predict their binding affinity value. This is MHC class I binding data. (1) The peptide sequence is QSYCEPSSYR. The MHC is HLA-A68:01 with pseudo-sequence HLA-A68:01. The binding affinity (normalized) is 0.962. (2) The peptide sequence is WLGDVWQEK. The MHC is HLA-A02:19 with pseudo-sequence HLA-A02:19. The binding affinity (normalized) is 0.0847. (3) The peptide sequence is GPSDTPIL. The MHC is HLA-B07:02 with pseudo-sequence HLA-B07:02. The binding affinity (normalized) is 0.0991. (4) The peptide sequence is QPYPQSQPQY. The MHC is HLA-B35:01 with pseudo-sequence HLA-B35:01. The binding affinity (normalized) is 0.466. (5) The peptide sequence is ALKKLIIDR. The MHC is HLA-A11:01 with pseudo-sequence HLA-A11:01. The binding affinity (normalized) is 0. (6) The peptide sequence is PLKDVERLQM. The MHC is HLA-A02:03 with pseudo-sequence HLA-A02:03. The binding affinity (normalized) is 0.0118. (7) The binding affinity (normalized) is 0.111. The MHC is HLA-A33:01 with pseudo-sequence HLA-A33:01. The peptide sequence is CEMNHVNSMH. (8) The MHC is HLA-B38:01 with pseudo-sequence HLA-B38:01. The binding affinity (normalized) is 0.0847. The peptide sequence is EVHYSGINY. (9) The peptide sequence is LLENKSLTI. The MHC is HLA-A02:02 with pseudo-sequence HLA-A02:02. The binding affinity (normalized) is 0.253.